This data is from Reaction yield outcomes from USPTO patents with 853,638 reactions. The task is: Predict the reaction yield, written as a fraction of the theoretical maximum amount of product (1.0 means a 100% yield; for example, 0.34 means a 34% yield). (1) The reactants are I[CH2:2][CH2:3][S:4][C:5]1[CH:10]=[CH:9][C:8]([N+:11]([O-:13])=[O:12])=[CH:7][C:6]=1[NH:14][CH:15]1[CH2:20][CH2:19][N:18]([C:21]([O:23][C:24]([CH3:27])([CH3:26])[CH3:25])=[O:22])[CH2:17][CH2:16]1.C(=O)([O-])[O-].[K+].[K+]. The catalyst is CN(C=O)C.C(OCC)(=O)C. The product is [N+:11]([C:8]1[CH:9]=[CH:10][C:5]2[S:4][CH2:3][CH2:2][N:14]([CH:15]3[CH2:20][CH2:19][N:18]([C:21]([O:23][C:24]([CH3:27])([CH3:26])[CH3:25])=[O:22])[CH2:17][CH2:16]3)[C:6]=2[CH:7]=1)([O-:13])=[O:12]. The yield is 0.424. (2) The reactants are [Cl:1][C:2]1[N:3]([S:19]([C:22]2[CH:27]=[CH:26][CH:25]=[CH:24][CH:23]=2)(=[O:21])=[O:20])[C:4]([C:13]2[CH:18]=[CH:17][CH:16]=[CH:15][CH:14]=2)=[C:5]([F:12])[C:6]=1[C:7](OCC)=[O:8].[H-].C([Al+]CC(C)C)C(C)C.Cl. The yield is 0.940. The catalyst is O1CCCC1.C1(C)C=CC=CC=1. The product is [Cl:1][C:2]1[N:3]([S:19]([C:22]2[CH:27]=[CH:26][CH:25]=[CH:24][CH:23]=2)(=[O:21])=[O:20])[C:4]([C:13]2[CH:14]=[CH:15][CH:16]=[CH:17][CH:18]=2)=[C:5]([F:12])[C:6]=1[CH2:7][OH:8]. (3) The reactants are C([O:3][C:4](=[O:20])[CH2:5][CH:6]([CH2:11][P:12]([O:17][CH2:18][CH3:19])([O:14][CH2:15][CH3:16])=[O:13])[CH2:7][CH:8]([CH3:10])[CH3:9])C.Cl. The catalyst is O1CCOCC1.O. The product is [CH2:18]([O:17][P:12]([CH2:11][CH:6]([CH2:7][CH:8]([CH3:10])[CH3:9])[CH2:5][C:4]([OH:20])=[O:3])([O:14][CH2:15][CH3:16])=[O:13])[CH3:19]. The yield is 0.790. (4) The reactants are [CH3:1][O:2][CH2:3][CH2:4][NH2:5].[Cl-].[Li+].[C:8]([O:12][CH2:13][C:14]1[CH:19]=[CH:18][CH:17]=[CH:16][CH:15]=1)(=[O:11])[CH:9]=[CH2:10]. The catalyst is CO.C1COCC1. The product is [CH3:1][O:2][CH2:3][CH2:4][NH:5][CH2:10][CH2:9][C:8]([O:12][CH2:13][C:14]1[CH:19]=[CH:18][CH:17]=[CH:16][CH:15]=1)=[O:11]. The yield is 0.710. (5) The reactants are [CH3:1][CH:2]1[CH2:7][NH:6][CH:5]([C:8]([F:11])([F:10])[F:9])[CH2:4][NH:3]1.[C:12](O[C:12]([O:14][C:15]([CH3:18])([CH3:17])[CH3:16])=[O:13])([O:14][C:15]([CH3:18])([CH3:17])[CH3:16])=[O:13]. The catalyst is ClCCl. The product is [C:15]([O:14][C:12]([N:3]1[CH2:4][CH:5]([C:8]([F:11])([F:9])[F:10])[NH:6][CH2:7][CH:2]1[CH3:1])=[O:13])([CH3:18])([CH3:17])[CH3:16]. The yield is 0.910. (6) The reactants are C(O[C:4](=[O:35])[CH2:5][N:6]1[CH2:11][CH2:10][N:9]([C:12]2[CH:21]=[CH:20][C:19]([O:22][CH3:23])=[C:18]3[C:13]=2[CH:14]=[CH:15][C:16]([C:24]([F:27])([F:26])[F:25])=[N:17]3)[CH2:8][C@@H:7]1[CH2:28][C:29]1[CH:34]=[CH:33][CH:32]=[CH:31][CH:30]=1)C.[NH3:36].[C-]#N.[Na+]. The catalyst is CO. The product is [CH2:28]([C@H:7]1[CH2:8][N:9]([C:12]2[CH:21]=[CH:20][C:19]([O:22][CH3:23])=[C:18]3[C:13]=2[CH:14]=[CH:15][C:16]([C:24]([F:26])([F:25])[F:27])=[N:17]3)[CH2:10][CH2:11][N:6]1[CH2:5][C:4]([NH2:36])=[O:35])[C:29]1[CH:30]=[CH:31][CH:32]=[CH:33][CH:34]=1. The yield is 0.790. (7) The reactants are [NH2:1][C:2]1[C:3]([NH:23][CH3:24])=[N:4][C:5]([NH:8][C:9]2[CH:14]=[CH:13][C:12]([O:15][CH2:16][CH2:17][N:18]([CH2:21][CH3:22])[CH2:19][CH3:20])=[CH:11][CH:10]=2)=[N:6][CH:7]=1.[Cl:25][C:26]1[CH:27]=[N:28][CH:29]=[C:30]([Cl:39])[C:31]=1[C:32](=O)[C:33]([O:35]CC)=O.CC(O)=O. The catalyst is COCCO. The product is [Cl:39][C:30]1[CH:29]=[N:28][CH:27]=[C:26]([Cl:25])[C:31]=1[C:32]1[C:33](=[O:35])[N:23]([CH3:24])[C:3]2[N:4]=[C:5]([NH:8][C:9]3[CH:14]=[CH:13][C:12]([O:15][CH2:16][CH2:17][N:18]([CH2:19][CH3:20])[CH2:21][CH3:22])=[CH:11][CH:10]=3)[N:6]=[CH:7][C:2]=2[N:1]=1. The yield is 0.150. (8) The reactants are [CH2:1]([O:3][C:4]([C:6]1[C:15](=[O:16])[C:14]2[C:9](=[N:10][C:11]([N:26]=[N+]=[N-])=[C:12]([CH2:17][C:18]3[CH:23]=[CH:22][CH:21]=[C:20]([Cl:24])[C:19]=3[F:25])[CH:13]=2)[N:8]([C@H:29]([C:34]([CH3:42])([CH3:41])[O:35][SiH2:36][C:37]([CH3:40])([CH3:39])[CH3:38])[C:30]([CH3:33])([CH3:32])[CH3:31])[CH:7]=1)=[O:5])[CH3:2]. The catalyst is [Zn].C(OCC)(=O)C. The product is [CH2:1]([O:3][C:4]([C:6]1[C:15](=[O:16])[C:14]2[C:9](=[N:10][C:11]([NH2:26])=[C:12]([CH2:17][C:18]3[CH:23]=[CH:22][CH:21]=[C:20]([Cl:24])[C:19]=3[F:25])[CH:13]=2)[N:8]([C@H:29]([C:34]([CH3:41])([CH3:42])[O:35][SiH2:36][C:37]([CH3:40])([CH3:39])[CH3:38])[C:30]([CH3:31])([CH3:32])[CH3:33])[CH:7]=1)=[O:5])[CH3:2]. The yield is 1.00. (9) The reactants are [F:1][C:2]1[CH:7]=[CH:6][C:5]([CH:8]([CH2:12][CH:13]=[CH2:14])[CH2:9][NH:10][CH3:11])=[CH:4][CH:3]=1.C(N(CC)CC)C.[C:33]([O:32][C:30](O[C:30]([O:32][C:33]([CH3:36])([CH3:35])[CH3:34])=[O:31])=[O:31])([CH3:36])([CH3:35])[CH3:34]. The catalyst is C1COCC1. The product is [F:1][C:2]1[CH:3]=[CH:4][C:5]([CH:8]([CH2:12][CH:13]=[CH2:14])[CH2:9][N:10]([CH3:11])[C:30](=[O:31])[O:32][C:33]([CH3:34])([CH3:35])[CH3:36])=[CH:6][CH:7]=1. The yield is 0.290. (10) The reactants are C1C=C(Cl)C=C(C(OO)=O)C=1.[Cl:12][C:13]1[CH:18]=[CH:17][CH:16]=[C:15]([Cl:19])[C:14]=1[N:20]1[CH:31]=[CH:30][C:23]2[N:24]=[C:25](SC)[N:26]=[CH:27][C:22]=2[C:21]1=[O:32].CCN(C(C)C)C(C)C.[CH3:42][N:43]1[CH2:48][CH2:47][N:46]([C:49]2[CH:55]=[CH:54][C:52]([NH2:53])=[CH:51][CH:50]=2)[CH2:45][CH2:44]1. The catalyst is C(Cl)Cl.C1(C)C=CC=CC=1. The product is [Cl:12][C:13]1[CH:18]=[CH:17][CH:16]=[C:15]([Cl:19])[C:14]=1[N:20]1[CH:31]=[CH:30][C:23]2[N:24]=[C:25]([NH:53][C:52]3[CH:51]=[CH:50][C:49]([N:46]4[CH2:45][CH2:44][N:43]([CH3:42])[CH2:48][CH2:47]4)=[CH:55][CH:54]=3)[N:26]=[CH:27][C:22]=2[C:21]1=[O:32]. The yield is 0.470.